This data is from Full USPTO retrosynthesis dataset with 1.9M reactions from patents (1976-2016). The task is: Predict the reactants needed to synthesize the given product. Given the product [CH3:1][C:2]1[NH:3][C:4]2[C:9]([CH:10]=1)=[CH:8][C:7]([NH:11][C:55](=[O:57])[C@@H:54]([NH:53][C:51]([NH:113][C:110]1[CH:109]=[CH:108][C:107]([O:106][CH2:99][C:100]3[CH:101]=[CH:102][CH:103]=[CH:104][CH:105]=3)=[CH:112][CH:111]=1)=[O:52])[CH2:93][CH2:92][CH2:91][CH2:90][NH:89][C:88](=[O:97])[CH2:75][NH2:74])=[CH:6][CH:5]=2, predict the reactants needed to synthesize it. The reactants are: [CH3:1][C:2]1[NH:3][C:4]2[C:9]([CH:10]=1)=[CH:8][C:7]([NH2:11])=[CH:6][CH:5]=2.C(OC(NCCCC[C@H](NC(OCC1C2C=CC=CC=2C2C1=CC=CC=2)=O)C(O)=O)=O)(C)(C)C.C(O[C:51]([NH:53][CH2:54][C:55]([OH:57])=O)=[O:52])(C)(C)C.C1C2C(COC(=O)[NH:74][C@H:75]([C:88](=[O:97])[NH:89][C:90]3C=C[C:93](C)=[CH:92][CH:91]=3)CCCCNC(OC(C)(C)C)=O)C3C(=CC=CC=3)C=2C=CC=1.[CH2:99]([O:106][C:107]1[CH:112]=[CH:111][C:110]([N:113]=C=O)=[CH:109][CH:108]=1)[C:100]1[CH:105]=[CH:104][CH:103]=[CH:102][CH:101]=1.